This data is from Reaction yield outcomes from USPTO patents with 853,638 reactions. The task is: Predict the reaction yield, written as a fraction of the theoretical maximum amount of product (1.0 means a 100% yield; for example, 0.34 means a 34% yield). The reactants are [CH:1]([N:14]1[C:22]2[C:17](=[CH:18][C:19]([Cl:23])=[CH:20][CH:21]=2)[C:16]([CH2:24][CH2:25][S:26]([C:29]2[CH:38]=[CH:37][C:32]([C:33]([O:35]C)=[O:34])=[CH:31][CH:30]=2)(=[O:28])=[O:27])=[C:15]1[CH2:39][CH2:40][NH:41][S:42]([CH2:45][C:46]1[C:51]([F:52])=[CH:50][CH:49]=[CH:48][C:47]=1[F:53])(=[O:44])=[O:43])([C:8]1[CH:13]=[CH:12][CH:11]=[CH:10][CH:9]=1)[C:2]1[CH:7]=[CH:6][CH:5]=[CH:4][CH:3]=1.C1COCC1.[OH-].[Na+]. The catalyst is CO. The product is [CH:1]([N:14]1[C:22]2[C:17](=[CH:18][C:19]([Cl:23])=[CH:20][CH:21]=2)[C:16]([CH2:24][CH2:25][S:26]([C:29]2[CH:38]=[CH:37][C:32]([C:33]([OH:35])=[O:34])=[CH:31][CH:30]=2)(=[O:27])=[O:28])=[C:15]1[CH2:39][CH2:40][NH:41][S:42]([CH2:45][C:46]1[C:51]([F:52])=[CH:50][CH:49]=[CH:48][C:47]=1[F:53])(=[O:43])=[O:44])([C:2]1[CH:7]=[CH:6][CH:5]=[CH:4][CH:3]=1)[C:8]1[CH:9]=[CH:10][CH:11]=[CH:12][CH:13]=1. The yield is 0.960.